This data is from Catalyst prediction with 721,799 reactions and 888 catalyst types from USPTO. The task is: Predict which catalyst facilitates the given reaction. (1) Reactant: [Cl:1][C:2]1[C:3]([CH3:37])=[N:4][O:5][C:6]=1[N:7](COCCOC)[S:8]([C:11]1[C:19]2[C:14](=[N:15][CH:16]=[CH:17][CH:18]=2)[S:13][C:12]=1[CH2:20][C:21]1[C:26]([O:27][CH3:28])=[CH:25][CH:24]=[CH:23][C:22]=1[O:29][CH3:30])(=[O:10])=[O:9].Cl. Product: [Cl:1][C:2]1[C:3]([CH3:37])=[N:4][O:5][C:6]=1[NH:7][S:8]([C:11]1[C:19]2[C:14](=[N:15][CH:16]=[CH:17][CH:18]=2)[S:13][C:12]=1[CH2:20][C:21]1[C:26]([O:27][CH3:28])=[CH:25][CH:24]=[CH:23][C:22]=1[O:29][CH3:30])(=[O:9])=[O:10]. The catalyst class is: 5. (2) Reactant: [C:1]([C:3]1([CH2:15][CH2:16][O:17][C:18]2[CH:27]=[C:26]3[C:21]([CH2:22][CH2:23][NH:24][CH2:25]3)=[CH:20][CH:19]=2)[CH2:8][CH2:7][N:6]([C:9]2[CH:14]=[CH:13][N:12]=[CH:11][CH:10]=2)[CH2:5][CH2:4]1)#[N:2].C(N(C(C)C)CC)(C)C.[ClH:37].[N:38]1([C:43](N)=[NH:44])C=CC=N1. Product: [ClH:37].[ClH:37].[C:1]([C:3]1([CH2:15][CH2:16][O:17][C:18]2[CH:27]=[C:26]3[C:21]([CH2:22][CH2:23][N:24]([C:43]([NH2:44])=[NH:38])[CH2:25]3)=[CH:20][CH:19]=2)[CH2:4][CH2:5][N:6]([C:9]2[CH:10]=[CH:11][N:12]=[CH:13][CH:14]=2)[CH2:7][CH2:8]1)#[N:2]. The catalyst class is: 9. (3) Reactant: [Cl:1][C:2]1[CH:3]=[C:4]([CH:31]=[CH:32][CH:33]=1)[CH2:5][N:6]1[C:10]2[CH:11]=[CH:12][C:13]3[N:14]([C:15]([CH3:18])=[N:16][N:17]=3)[C:9]=2[CH:8]=[C:7]1[C:19]1[CH:23]=[CH:22][N:21]([C:24]2([CH2:28][C:29]#[N:30])[CH2:27][NH:26][CH2:25]2)[N:20]=1.[CH3:34][S:35](Cl)(=[O:37])=[O:36].C(N(CC)CC)C. Product: [Cl:1][C:2]1[CH:3]=[C:4]([CH:31]=[CH:32][CH:33]=1)[CH2:5][N:6]1[C:10]2[CH:11]=[CH:12][C:13]3[N:14]([C:15]([CH3:18])=[N:16][N:17]=3)[C:9]=2[CH:8]=[C:7]1[C:19]1[CH:23]=[CH:22][N:21]([C:24]2([CH2:28][C:29]#[N:30])[CH2:27][N:26]([S:35]([CH3:34])(=[O:37])=[O:36])[CH2:25]2)[N:20]=1. The catalyst class is: 2. (4) Product: [NH2:14][C:3]1[CH:4]=[C:5]([N:8]2[CH2:13][CH2:12][O:11][CH2:10][CH2:9]2)[N:6]=[CH:7][C:2]=1[C:23]1[CH2:28][CH2:27][N:26]([C:29]([O:31][C:32]([CH3:35])([CH3:34])[CH3:33])=[O:30])[CH2:25][CH:24]=1. The catalyst class is: 551. Reactant: Br[C:2]1[C:3]([NH2:14])=[CH:4][C:5]([N:8]2[CH2:13][CH2:12][O:11][CH2:10][CH2:9]2)=[N:6][CH:7]=1.CC1(C)C(C)(C)OB([C:23]2[CH2:28][CH2:27][N:26]([C:29]([O:31][C:32]([CH3:35])([CH3:34])[CH3:33])=[O:30])[CH2:25][CH:24]=2)O1.C(=O)([O-])[O-].[Na+].[Na+].